The task is: Predict the reaction yield, written as a fraction of the theoretical maximum amount of product (1.0 means a 100% yield; for example, 0.34 means a 34% yield).. This data is from Reaction yield outcomes from USPTO patents with 853,638 reactions. The reactants are [NH2:1][C:2]1[CH:3]=[C:4]2[C:8](=[CH:9][C:10]=1[N+:11]([O-])=O)[C:7](=[O:14])[N:6]([CH:15]([CH3:20])[CH2:16][N:17]([CH3:19])[CH3:18])[C:5]2=[O:21].[CH3:22][C:23](O)=O.[ClH:26].[CH3:27][OH:28]. The catalyst is O1CCOCC1.O.[Pd]. The product is [Cl:26][C:9]1[CH:10]=[CH:2][NH:1][C:27](=[O:28])[C:23]=1[C:22]1[NH:1][C:2]2[C:10]([N:11]=1)=[CH:9][C:8]1[C:7](=[O:14])[N:6]([CH:15]([CH3:20])[CH2:16][N:17]([CH3:19])[CH3:18])[C:5](=[O:21])[C:4]=1[CH:3]=2. The yield is 0.800.